From a dataset of Reaction yield outcomes from USPTO patents with 853,638 reactions. Predict the reaction yield, written as a fraction of the theoretical maximum amount of product (1.0 means a 100% yield; for example, 0.34 means a 34% yield). (1) The reactants are Br[C:2]1[N:7]=[C:6]([NH:8][CH2:9][C:10]2[C:15]([CH3:16])=[CH:14][CH:13]=[CH:12][C:11]=2[CH2:17][CH3:18])[C:5]([N+:19]([O-:21])=[O:20])=[C:4]([NH:22][CH3:23])[CH:3]=1.[CH3:24][O-:25].[Na+].O. The catalyst is CO. The product is [CH2:17]([C:11]1[CH:12]=[CH:13][CH:14]=[C:15]([CH3:16])[C:10]=1[CH2:9][NH:8][C:6]1[C:5]([N+:19]([O-:21])=[O:20])=[C:4]([NH:22][CH3:23])[CH:3]=[C:2]([O:25][CH3:24])[N:7]=1)[CH3:18]. The yield is 0.900. (2) The product is [CH3:28][C:10]1([CH3:29])[CH2:9][C:8]2[C:13](=[CH:14][CH:15]=[C:6]([C:4]([OH:5])=[O:3])[CH:7]=2)[NH:12][CH:11]1[C:16]1[CH:21]=[CH:20][CH:19]=[C:18]([N:22]2[CH2:27][CH2:26][O:25][CH2:24][CH2:23]2)[CH:17]=1. The catalyst is CO.O1CCCC1.[OH-].[Na+].O. The reactants are C([O:3][C:4]([C:6]1[CH:7]=[C:8]2[C:13](=[CH:14][CH:15]=1)[NH:12][CH:11]([C:16]1[CH:21]=[CH:20][CH:19]=[C:18]([N:22]3[CH2:27][CH2:26][O:25][CH2:24][CH2:23]3)[CH:17]=1)[C:10]([CH3:29])([CH3:28])[CH2:9]2)=[O:5])C.Cl. The yield is 0.690. (3) The reactants are [Cl:1][C:2]1[CH:9]=[C:8]([O:10]C)[C:7]([Cl:12])=[CH:6]C=1C#N.[OH-:13].[K+].[CH3:15][CH2:16][OH:17]. No catalyst specified. The product is [Cl:1][C:2]1[CH:9]=[C:8]([OH:10])[C:7]([Cl:12])=[CH:6][C:15]=1[C:16]([OH:13])=[O:17]. The yield is 0.440. (4) The reactants are [CH3:1]N(C)CCCN=C=NCC.[C:12]([C@@:20]([C:35]([OH:37])=[O:36])([OH:34])[C@@:21]([C:26](=[O:33])[C:27]1[CH:32]=[CH:31][CH:30]=[CH:29][CH:28]=1)([OH:25])[C:22]([OH:24])=[O:23])(=[O:19])[C:13]1[CH:18]=[CH:17][CH:16]=[CH:15][CH:14]=1.O.ON1C2C=CC=CC=2N=N1.CO. The catalyst is ClCCl. The product is [CH3:1][O:36][C:35](=[O:37])[C@@:20]([C:12](=[O:19])[C:13]1[CH:18]=[CH:17][CH:16]=[CH:15][CH:14]=1)([C@:21]([C:26](=[O:33])[C:27]1[CH:32]=[CH:31][CH:30]=[CH:29][CH:28]=1)([C:22]([OH:24])=[O:23])[OH:25])[OH:34]. The yield is 0.880. (5) No catalyst specified. The reactants are C(OC([N:8]1[CH2:13][CH2:12][CH:11]([C:14]2[C:22]3[C:17](=[N:18][CH:19]=[CH:20][CH:21]=3)[NH:16][CH:15]=2)[CH2:10][CH2:9]1)=O)(C)(C)C.C(O)(C(F)(F)F)=O.C(Cl)Cl. The yield is 0.960. The product is [NH:8]1[CH2:9][CH2:10][CH:11]([C:14]2[C:22]3[C:17](=[N:18][CH:19]=[CH:20][CH:21]=3)[NH:16][CH:15]=2)[CH2:12][CH2:13]1. (6) The reactants are [CH3:1][O:2][C:3]([C:5]1[S:9][C:8]2[CH:10]=[C:11]([C:14]([F:17])([F:16])[F:15])[CH:12]=[CH:13][C:7]=2[C:6]=1[CH:18]1[CH2:23][CH2:22][N:21](CC2C=CC=CC=2)[CH2:20][CH2:19]1)=[O:4].Cl[C:32]([O:34][CH3:35])=[O:33]. The catalyst is C(Cl)Cl. The product is [CH3:35][O:34][C:32]([N:21]1[CH2:22][CH2:23][CH:18]([C:6]2[C:7]3[CH:13]=[CH:12][C:11]([C:14]([F:17])([F:15])[F:16])=[CH:10][C:8]=3[S:9][C:5]=2[C:3]([O:2][CH3:1])=[O:4])[CH2:19][CH2:20]1)=[O:33]. The yield is 0.770. (7) The reactants are Cl.Cl.[N:3]1([CH2:9][CH2:10][CH2:11][O:12][C:13]2[CH:14]=[C:15]3[C:20](=[CH:21][CH:22]=2)[CH2:19][NH:18][CH2:17][CH2:16]3)[CH2:8][CH2:7][CH2:6][CH2:5][CH2:4]1.[CH:23](=O)[CH3:24]. The catalyst is C(Cl)Cl.CO. The product is [CH2:23]([N:18]1[CH2:17][CH2:16][C:15]2[C:20](=[CH:21][CH:22]=[C:13]([O:12][CH2:11][CH2:10][CH2:9][N:3]3[CH2:8][CH2:7][CH2:6][CH2:5][CH2:4]3)[CH:14]=2)[CH2:19]1)[CH3:24]. The yield is 0.710. (8) The reactants are [C:9](O[C:9]([O:11][C:12]([CH3:15])([CH3:14])[CH3:13])=[O:10])([O:11][C:12]([CH3:15])([CH3:14])[CH3:13])=[O:10].[Cl:16][C:17]1[C:26]2[CH2:25][NH:24][CH2:23][CH2:22][C:21]=2[N:20]=[C:19]2[CH:27]=[CH:28][C:29]([C:31]#[N:32])=[CH:30][C:18]=12. The catalyst is C(Cl)Cl. The product is [Cl:16][C:17]1[C:26]2[CH2:25][N:24]([C:9]([O:11][C:12]([CH3:13])([CH3:14])[CH3:15])=[O:10])[CH2:23][CH2:22][C:21]=2[N:20]=[C:19]2[CH:27]=[CH:28][C:29]([C:31]#[N:32])=[CH:30][C:18]=12. The yield is 0.940. (9) The reactants are [NH2:1][CH2:2][C:3]1[N:8]=[C:7]([N:9]([CH2:17][C:18]([O:20][C:21]([CH3:24])([CH3:23])[CH3:22])=[O:19])[C:10]([O:12][C:13]([CH3:16])([CH3:15])[CH3:14])=[O:11])[CH:6]=[CH:5][CH:4]=1.[N:25]1[CH:30]=[CH:29][CH:28]=[CH:27][C:26]=1[S:31](Cl)(=[O:33])=[O:32]. No catalyst specified. The product is [C:13]([O:12][C:10]([N:9]([CH2:17][C:18]([O:20][C:21]([CH3:24])([CH3:23])[CH3:22])=[O:19])[C:7]1[CH:6]=[CH:5][CH:4]=[C:3]([CH2:2][NH:1][S:31]([C:26]2[CH:27]=[CH:28][CH:29]=[CH:30][N:25]=2)(=[O:33])=[O:32])[N:8]=1)=[O:11])([CH3:16])([CH3:15])[CH3:14]. The yield is 0.860. (10) The reactants are [C:1]1([NH2:8])[C:2]([NH2:7])=[CH:3][CH:4]=[CH:5][CH:6]=1.[C:9](=S)=[S:10]. The catalyst is C(O)C. The product is [NH:7]1[C:2]2[CH:3]=[CH:4][CH:5]=[CH:6][C:1]=2[N:8]=[C:9]1[SH:10]. The yield is 0.990.